From a dataset of Peptide-MHC class I binding affinity with 185,985 pairs from IEDB/IMGT. Regression. Given a peptide amino acid sequence and an MHC pseudo amino acid sequence, predict their binding affinity value. This is MHC class I binding data. (1) The peptide sequence is LIGANYLGK. The MHC is HLA-A68:01 with pseudo-sequence HLA-A68:01. The binding affinity (normalized) is 0.141. (2) The MHC is HLA-A68:01 with pseudo-sequence HLA-A68:01. The peptide sequence is SLRCGACIRR. The binding affinity (normalized) is 0.370. (3) The peptide sequence is YQHTHKAIL. The MHC is H-2-Db with pseudo-sequence H-2-Db. The binding affinity (normalized) is 0.205. (4) The peptide sequence is AKATGRYNL. The MHC is HLA-B57:01 with pseudo-sequence HLA-B57:01. The binding affinity (normalized) is 0.0847. (5) The peptide sequence is VPFVSVNPI. The MHC is HLA-B57:01 with pseudo-sequence HLA-B57:01. The binding affinity (normalized) is 0.0847. (6) The binding affinity (normalized) is 0.466. The MHC is HLA-A02:03 with pseudo-sequence HLA-A02:03. The peptide sequence is LLYFILFFV. (7) The peptide sequence is QGPKEPFQSYV. The MHC is Mamu-A01 with pseudo-sequence Mamu-A01. The binding affinity (normalized) is 0.149. (8) The MHC is Mamu-B17 with pseudo-sequence Mamu-B17. The peptide sequence is IKSQDNQWSY. The binding affinity (normalized) is 0. (9) The peptide sequence is YLRNYMVIK. The MHC is HLA-A11:01 with pseudo-sequence HLA-A11:01. The binding affinity (normalized) is 0.372.